Task: Regression/Classification. Given a drug SMILES string, predict its toxicity properties. Task type varies by dataset: regression for continuous values (e.g., LD50, hERG inhibition percentage) or binary classification for toxic/non-toxic outcomes (e.g., AMES mutagenicity, cardiotoxicity, hepatotoxicity). Dataset: ames.. Dataset: Ames mutagenicity test results for genotoxicity prediction The molecule is C/C=C/CC#N. The result is 0 (non-mutagenic).